From a dataset of HIV replication inhibition screening data with 41,000+ compounds from the AIDS Antiviral Screen. Binary Classification. Given a drug SMILES string, predict its activity (active/inactive) in a high-throughput screening assay against a specified biological target. The compound is COc1cc(C=C2SC(c3ccccc3)N(c3cccc(Cl)c3)C2=O)cc(OC)c1OC. The result is 0 (inactive).